This data is from Reaction yield outcomes from USPTO patents with 853,638 reactions. The task is: Predict the reaction yield, written as a fraction of the theoretical maximum amount of product (1.0 means a 100% yield; for example, 0.34 means a 34% yield). (1) The reactants are [C:1]([C:3]1[CH:8]=[CH:7][C:6]([C@@H:9]2[C:14]([C:15]#[N:16])=[C:13]([CH3:17])[N:12]([C:18]3[CH:23]=[CH:22][CH:21]=[C:20]([C:24]([F:27])([F:26])[F:25])[CH:19]=3)[C:11](=[O:28])[NH:10]2)=[C:5]([S:29]([CH3:32])(=[O:31])=[O:30])[CH:4]=1)#[N:2].[H-].[Na+].[Cl:35][CH2:36][S:37](Cl)(=[O:39])=[O:38]. No catalyst specified. The product is [C:1]([C:3]1[CH:8]=[CH:7][C:6]([C@@H:9]2[C:14]([C:15]#[N:16])=[C:13]([CH3:17])[N:12]([C:18]3[CH:23]=[CH:22][CH:21]=[C:20]([C:24]([F:27])([F:26])[F:25])[CH:19]=3)[C:11](=[O:28])[N:10]2[S:37]([CH2:36][Cl:35])(=[O:39])=[O:38])=[C:5]([S:29]([CH3:32])(=[O:31])=[O:30])[CH:4]=1)#[N:2]. The yield is 0.690. (2) The reactants are [Cl:1][C:2]1[CH:3]=[C:4]([C@H:8]2[O:10][C@@H:9]2[CH2:11][OH:12])[CH:5]=[CH:6][CH:7]=1.[NH:13]1[C:21]2[C:16](=[CH:17][CH:18]=[CH:19][CH:20]=2)[CH2:15][CH2:14]1. No catalyst specified. The product is [Cl:1][C:2]1[CH:3]=[C:4]([C@H:8]([N:13]2[C:21]3[C:16](=[CH:17][CH:18]=[CH:19][CH:20]=3)[CH2:15][CH2:14]2)[C@H:9]([OH:10])[CH2:11][OH:12])[CH:5]=[CH:6][CH:7]=1. The yield is 0.730. (3) The reactants are [C:1]([CH2:3][C:4]([O:6][CH3:7])=[O:5])#[N:2].Br[CH2:9][CH2:10][O:11][CH2:12][CH2:13]Br.C(=O)([O-])[O-].[K+].[K+]. The catalyst is CC(C)=O. The product is [C:1]([C:3]1([C:4]([O:6][CH3:7])=[O:5])[CH2:13][CH2:12][O:11][CH2:10][CH2:9]1)#[N:2]. The yield is 0.610.